Dataset: Catalyst prediction with 721,799 reactions and 888 catalyst types from USPTO. Task: Predict which catalyst facilitates the given reaction. (1) Reactant: Cl[S:2]([CH2:5][CH:6]([CH:10]([CH3:12])[CH3:11])[C:7]([OH:9])=[O:8])(=[O:4])=[O:3].[N:13]1[CH:18]=[CH:17][CH:16]=[C:15]([C:19]2[CH:24]=[CH:23][C:22]([N:25]3[CH2:30][CH2:29][NH:28][CH2:27][CH2:26]3)=[CH:21][CH:20]=2)[CH:14]=1.C(N(CC)CC)C.FC(F)(F)C(O)=O. Product: [CH3:11][CH:10]([CH3:12])[CH:6]([CH2:5][S:2]([N:28]1[CH2:29][CH2:30][N:25]([C:22]2[CH:21]=[CH:20][C:19]([C:15]3[CH:14]=[N:13][CH:18]=[CH:17][CH:16]=3)=[CH:24][CH:23]=2)[CH2:26][CH2:27]1)(=[O:4])=[O:3])[C:7]([OH:9])=[O:8]. The catalyst class is: 4. (2) Reactant: [C:1]1(C2C=CC=CC=2)[CH:6]=[CH:5][C:4]([S:7]([NH:10][C:11](=[O:30])[CH:12]([CH2:20][C:21]2[CH:26]=[CH:25][C:24]([N+:27]([O-:29])=[O:28])=[CH:23][CH:22]=2)[C:13]([N:15]([CH2:18][CH3:19])[CH2:16][CH3:17])=[O:14])(=[O:9])=[O:8])=[CH:3][CH:2]=1.C(Cl)(=O)C(Cl)=O.CN(C=O)C. Product: [CH:4]1([S:7]([NH:10][C:11](=[O:30])[CH:12]([CH2:20][C:21]2[CH:26]=[CH:25][C:24]([N+:27]([O-:29])=[O:28])=[CH:23][CH:22]=2)[C:13]([N:15]([CH2:18][CH3:19])[CH2:16][CH3:17])=[O:14])(=[O:9])=[O:8])[CH2:5][CH2:6][CH2:1][CH2:2][CH2:3]1. The catalyst class is: 2. (3) Reactant: [F:1][C:2]([F:13])([F:12])[C:3]1[CH:4]=[C:5]([CH:9]=[CH:10][CH:11]=1)[C:6]([OH:8])=O.C(N1C=CN=C1)(N1C=CN=C1)=O.Cl.[NH2:27][CH2:28][C:29]1[CH:30]=[C:31]2[C:36](=[CH:37][CH:38]=1)[N:35]=[C:34]([CH3:39])[N:33]([CH:40]1[CH2:45][CH2:44][C:43](=[O:46])[NH:42][C:41]1=[O:47])[C:32]2=[O:48]. Product: [O:47]=[C:41]1[CH:40]([N:33]2[C:32](=[O:48])[C:31]3[C:36](=[CH:37][CH:38]=[C:29]([CH2:28][NH:27][C:6](=[O:8])[C:5]4[CH:9]=[CH:10][CH:11]=[C:3]([C:2]([F:1])([F:13])[F:12])[CH:4]=4)[CH:30]=3)[N:35]=[C:34]2[CH3:39])[CH2:45][CH2:44][C:43](=[O:46])[NH:42]1. The catalyst class is: 3. (4) Reactant: [Cl:1]C(N(C)C)=C(C)C.[CH3:9][S:10]([N:13]1[CH2:18][CH2:17][CH:16]([CH:19]=[CH:20][C:21]([OH:23])=O)[CH2:15][CH2:14]1)(=[O:12])=[O:11]. Product: [CH3:9][S:10]([N:13]1[CH2:18][CH2:17][CH:16]([CH:19]=[CH:20][C:21]([Cl:1])=[O:23])[CH2:15][CH2:14]1)(=[O:12])=[O:11]. The catalyst class is: 1. (5) Reactant: [C:1]([SiH2:5][O:6][C:7]([CH3:17])([CH3:16])[C@H:8]1[CH2:13][CH2:12][C@H:11]([CH2:14][OH:15])[CH2:10][CH2:9]1)([CH3:4])([CH3:3])[CH3:2].[CH3:18][S:19](Cl)(=[O:21])=[O:20].C(N(CC)CC)C. Product: [C:1]([SiH2:5][O:6][C:7]([CH3:17])([CH3:16])[C@H:8]1[CH2:9][CH2:10][C@H:11]([CH2:14][O:15][S:19]([CH3:18])(=[O:21])=[O:20])[CH2:12][CH2:13]1)([CH3:4])([CH3:3])[CH3:2]. The catalyst class is: 4. (6) The catalyst class is: 4. Product: [C:5]([O:9][C:10](=[O:30])[NH:11][CH2:12][C@@H:13]1[O:29][C:1](=[O:2])[N:15]([C:16]2[CH:17]=[C:18]3[C:22](=[CH:23][CH:24]=2)[N:21]([CH2:25][CH2:26][F:27])[C:20](=[O:28])[CH2:19]3)[CH2:14]1)([CH3:8])([CH3:6])[CH3:7]. Reactant: [C:1](Cl)(Cl)=[O:2].[C:5]([O:9][C:10](=[O:30])[NH:11][CH2:12][C@H:13]([OH:29])[CH2:14][NH:15][C:16]1[CH:17]=[C:18]2[C:22](=[CH:23][CH:24]=1)[N:21]([CH2:25][CH2:26][F:27])[C:20](=[O:28])[CH2:19]2)([CH3:8])([CH3:7])[CH3:6].C(N(CC)CC)C.